Dataset: Reaction yield outcomes from USPTO patents with 853,638 reactions. Task: Predict the reaction yield, written as a fraction of the theoretical maximum amount of product (1.0 means a 100% yield; for example, 0.34 means a 34% yield). (1) The reactants are C([O:3][C:4]([C:6]1[C:15](=[O:16])[C:14]2[C:9](=[CH:10][CH:11]=[CH:12][C:13]=2[O:17][CH3:18])[NH:8][CH:7]=1)=[O:5])C. The catalyst is [OH-].[Na+]. The product is [CH3:18][O:17][C:13]1[CH:12]=[CH:11][CH:10]=[C:9]2[C:14]=1[C:15](=[O:16])[C:6]([C:4]([OH:5])=[O:3])=[CH:7][NH:8]2. The yield is 0.520. (2) The reactants are [NH2:1][CH2:2][CH2:3][C@@H:4]([N:16]1[C:24](=[O:25])[C:23]2[C:18](=[CH:19][CH:20]=[CH:21][C:22]=2[NH:26][C:27]([CH:29]2[CH2:31][CH2:30]2)=[O:28])[CH2:17]1)[C:5]1[CH:10]=[CH:9][C:8]([O:11][CH3:12])=[C:7]([O:13][CH2:14][CH3:15])[CH:6]=1.C(N(CC)CC)C.[CH3:39][S:40](Cl)(=[O:42])=[O:41]. The catalyst is C(Cl)Cl. The product is [CH2:14]([O:13][C:7]1[CH:6]=[C:5]([C@H:4]([N:16]2[C:24](=[O:25])[C:23]3[C:18](=[CH:19][CH:20]=[CH:21][C:22]=3[NH:26][C:27]([CH:29]3[CH2:31][CH2:30]3)=[O:28])[CH2:17]2)[CH2:3][CH2:2][NH:1][S:40]([CH3:39])(=[O:42])=[O:41])[CH:10]=[CH:9][C:8]=1[O:11][CH3:12])[CH3:15]. The yield is 0.580. (3) The reactants are [Br-:1].[Br-].[Br-].[NH+]1C=CC=CC=1.[NH+]1C=CC=CC=1.[NH+]1C=CC=CC=1.[NH:22]1[C:30]2[CH2:29][CH2:28][CH2:27][C:26](=[O:31])[C:25]=2[CH:24]=[N:23]1. The catalyst is C(O)(=O)C. The product is [Br:1][CH:27]1[CH2:28][CH2:29][C:30]2[NH:22][N:23]=[CH:24][C:25]=2[C:26]1=[O:31]. The yield is 0.900. (4) The reactants are Cl[C:2]1[N:7]=[C:6]2[S:8][C:9]([C:11]([O:13]C)=[O:12])=[CH:10][C:5]2=[N:4][CH:3]=1.[OH-].[Na+].O.C1C[O:21][CH2:20][CH2:19]1. The catalyst is CO. The product is [CH2:20]([O:21][C:2]1[N:7]=[C:6]2[S:8][C:9]([C:11]([OH:13])=[O:12])=[CH:10][C:5]2=[N:4][CH:3]=1)[CH3:19]. The yield is 1.00. (5) The reactants are C[O-].[Na+].[F:4][C:5]([F:17])([F:16])[O:6][C:7]1[CH:12]=[CH:11][C:10]([CH2:13][C:14]#[N:15])=[CH:9][CH:8]=1.[N:18]([C:21]1[CH:26]=[CH:25][C:24]([C:27]([F:30])([F:29])[F:28])=[CH:23][C:22]=1[F:31])=[N+:19]=[N-:20]. The catalyst is CO. The product is [F:31][C:22]1[CH:23]=[C:24]([C:27]([F:29])([F:30])[F:28])[CH:25]=[CH:26][C:21]=1[N:18]1[C:14]([NH2:15])=[C:13]([C:10]2[CH:9]=[CH:8][C:7]([O:6][C:5]([F:4])([F:16])[F:17])=[CH:12][CH:11]=2)[N:20]=[N:19]1. The yield is 0.330.